This data is from Reaction yield outcomes from USPTO patents with 853,638 reactions. The task is: Predict the reaction yield, written as a fraction of the theoretical maximum amount of product (1.0 means a 100% yield; for example, 0.34 means a 34% yield). (1) The reactants are [N:1]1[C:10]2[C:5](=[CH:6][CH:7]=[CH:8][CH:9]=2)[CH:4]=[CH:3][C:2]=1[N:11]1[CH2:14][CH:13]([NH:15]C(=O)OC(C)(C)C)[CH2:12]1.[ClH:23]. The catalyst is CO. The product is [ClH:23].[N:1]1[C:10]2[C:5](=[CH:6][CH:7]=[CH:8][CH:9]=2)[CH:4]=[CH:3][C:2]=1[N:11]1[CH2:12][CH:13]([NH2:15])[CH2:14]1. The yield is 0.960. (2) The reactants are [CH3:1][C:2]1[CH:10]=[C:6]([C:7]([OH:9])=O)[C:5]([OH:11])=[CH:4][CH:3]=1.[CH3:12][C:13]([C:16]1[CH:22]=[CH:21][C:20]([C:23]([CH3:26])([CH3:25])[CH3:24])=[CH:19][C:17]=1[NH2:18])([CH3:15])[CH3:14]. No catalyst specified. The product is [CH3:15][C:13]([C:16]1[CH:22]=[CH:21][C:20]([C:23]([CH3:26])([CH3:25])[CH3:24])=[CH:19][C:17]=1[NH:18][C:7](=[O:9])[C:6]1[CH:10]=[C:2]([CH3:1])[CH:3]=[CH:4][C:5]=1[OH:11])([CH3:12])[CH3:14]. The yield is 0.611. (3) The reactants are [C:1]([O:5][C:6](=[O:19])[CH2:7][C@@H:8]([CH2:17][OH:18])[CH2:9][C@H:10]([CH3:16])[CH2:11][CH2:12][CH2:13][CH2:14][CH3:15])([CH3:4])([CH3:3])[CH3:2].C(OC(=O)C[C@H](C[C@@H](C)CCCCC)C(O)=O)(C)(C)C. No catalyst specified. The product is [C:1]([O:5][C:6](=[O:19])[CH2:7][C@@H:8]([CH2:17][OH:18])[CH2:9][C@@H:10]([CH3:16])[CH2:11][CH2:12][CH2:13][CH2:14][CH3:15])([CH3:2])([CH3:4])[CH3:3]. The yield is 0.760. (4) The reactants are [C:1]([O:5][C:6]([NH:8][CH:9]([C:11]([OH:13])=O)[CH3:10])=[O:7])([CH3:4])([CH3:3])[CH3:2].C(Cl)(=O)OCC(C)C.[NH2:22][C:23]1[CH:32]=[CH:31][C:26]([C:27]([O:29][CH3:30])=[O:28])=[CH:25][C:24]=1[OH:33]. No catalyst specified. The product is [C:1]([O:5][C:6]([NH:8][C@H:9]([C:11]([NH:22][C:23]1[CH:32]=[CH:31][C:26]([C:27]([O:29][CH3:30])=[O:28])=[CH:25][C:24]=1[OH:33])=[O:13])[CH3:10])=[O:7])([CH3:2])([CH3:3])[CH3:4]. The yield is 0.480. (5) The reactants are Cl[CH2:2][C:3]1[CH:8]=[CH:7][C:6]([CH2:9][CH2:10][C:11]2[CH:16]=[CH:15][CH:14]=[CH:13][CH:12]=2)=[CH:5][CH:4]=1.C(=O)([O-])[O-].[K+].[K+].[C:23]([C:25]1[CH:30]=[CH:29][C:28]([CH2:31][CH2:32][CH:33](/[CH:45]=[CH:46]/[C:47]2[CH:52]=[CH:51][CH:50]=[CH:49][C:48]=2[OH:53])[CH2:34][C:35]2[CH:44]=[CH:43][C:38]([C:39]([O:41][CH3:42])=[O:40])=[CH:37][CH:36]=2)=[CH:27][CH:26]=1)#[N:24]. The catalyst is C(#N)C. The product is [C:23]([C:25]1[CH:30]=[CH:29][C:28]([CH2:31][CH2:32][CH:33](/[CH:45]=[CH:46]/[C:47]2[CH:52]=[CH:51][CH:50]=[CH:49][C:48]=2[O:53][CH2:2][C:3]2[CH:8]=[CH:7][C:6]([CH2:9][CH2:10][C:11]3[CH:16]=[CH:15][CH:14]=[CH:13][CH:12]=3)=[CH:5][CH:4]=2)[CH2:34][C:35]2[CH:36]=[CH:37][C:38]([C:39]([O:41][CH3:42])=[O:40])=[CH:43][CH:44]=2)=[CH:27][CH:26]=1)#[N:24]. The yield is 0.650. (6) The reactants are [OH:1][CH2:2][C:3]([NH:6][C:7]1[S:8][CH:9]=[C:10]([C:12]2[N:16]([CH3:17])[CH:15]=[C:14]([C:18]#[N:19])[CH:13]=2)[N:11]=1)([CH3:5])[CH3:4].C(N(CC)CC)C.Cl[C:28](Cl)([O:30]C(=O)OC(Cl)(Cl)Cl)Cl. The catalyst is O1CCCC1. The product is [CH3:4][C:3]1([CH3:5])[CH2:2][O:1][C:28](=[O:30])[N:6]1[C:7]1[S:8][CH:9]=[C:10]([C:12]2[N:16]([CH3:17])[CH:15]=[C:14]([C:18]#[N:19])[CH:13]=2)[N:11]=1. The yield is 0.660.